This data is from Peptide-MHC class II binding affinity with 134,281 pairs from IEDB. The task is: Regression. Given a peptide amino acid sequence and an MHC pseudo amino acid sequence, predict their binding affinity value. This is MHC class II binding data. The peptide sequence is YKKLRTSSFALNLPT. The MHC is DRB1_1501 with pseudo-sequence DRB1_1501. The binding affinity (normalized) is 0.737.